From a dataset of Full USPTO retrosynthesis dataset with 1.9M reactions from patents (1976-2016). Predict the reactants needed to synthesize the given product. (1) The reactants are: [CH3:1][O:2][C:3](=[O:16])[C:4]1[CH:12]=[C:11]([N+:13]([O-])=O)[CH:10]=[C:6]([C:7]([OH:9])=O)[CH:5]=1.Cl.[CH3:18][N:19](C)[CH2:20][CH2:21][CH2:22]N=C=NCC.ON1C2C=CC=CC=2N=N1.C(NC)CC.C(N(CC)CC)C. Given the product [CH3:1][O:2][C:3](=[O:16])[C:4]1[CH:12]=[C:11]([NH2:13])[CH:10]=[C:6]([C:7]([N:19]([CH3:18])[CH2:20][CH2:21][CH3:22])=[O:9])[CH:5]=1, predict the reactants needed to synthesize it. (2) Given the product [F:32][C:33]([F:38])([F:37])[C:34]([OH:36])=[O:35].[NH2:20][C@@H:6]([CH2:5][C:4]1[CH:28]=[C:29]([F:31])[CH:30]=[C:2]([F:1])[CH:3]=1)[C@H:7]([OH:19])[CH2:8][NH:9][CH2:10][C:11]1[CH:16]=[CH:15][CH:14]=[C:13]([O:17][CH3:18])[CH:12]=1, predict the reactants needed to synthesize it. The reactants are: [F:1][C:2]1[CH:3]=[C:4]([CH:28]=[C:29]([F:31])[CH:30]=1)[CH2:5][C@H:6]([NH:20]C(=O)OC(C)(C)C)[C@H:7]([OH:19])[CH2:8][NH:9][CH2:10][C:11]1[CH:16]=[CH:15][CH:14]=[C:13]([O:17][CH3:18])[CH:12]=1.[F:32][C:33]([F:38])([F:37])[C:34]([OH:36])=[O:35]. (3) Given the product [CH:38]1([N:28]2[CH2:29][CH2:30][CH:23]([O:22][C:20]3[CH:19]=[CH:18][C:15]([C:16]4[N:12]([CH3:11])[C:1](=[O:10])[C:2]5[C:3](=[CH:5][CH:6]=[CH:7][CH:8]=5)[N:4]=4)=[C:14]([F:13])[CH:21]=3)[CH2:26][CH2:27]2)[CH2:41][CH2:40][CH2:39]1, predict the reactants needed to synthesize it. The reactants are: [C:1]([OH:10])(=O)[C:2]1[C:3](=[CH:5][CH:6]=[CH:7][CH:8]=1)[NH2:4].[CH3:11][NH2:12].[F:13][C:14]1[CH:21]=[C:20]([O:22][CH3:23])[CH:19]=[CH:18][C:15]=1[CH:16]=O.OC1[CH2:30][CH2:29][N:28](C(OC(C)(C)C)=O)[CH2:27][CH2:26]1.[C:38]1(=O)[CH2:41][CH2:40][CH2:39]1. (4) Given the product [CH:24]1([C:17]2[C:18]3[C:23](=[CH:22][CH:21]=[CH:20][CH:19]=3)[N:15]([S:12]([C:9]3[CH:10]=[CH:11][C:6]([C:5]([OH:30])=[O:4])=[CH:7][CH:8]=3)(=[O:14])=[O:13])[CH:16]=2)[CH2:25][CH2:26][CH2:27][CH2:28][CH2:29]1, predict the reactants needed to synthesize it. The reactants are: [OH-].[Na+].C[O:4][C:5](=[O:30])[C:6]1[CH:11]=[CH:10][C:9]([S:12]([N:15]2[C:23]3[C:18](=[CH:19][CH:20]=[CH:21][CH:22]=3)[C:17]([CH:24]3[CH2:29][CH2:28][CH2:27][CH2:26][CH2:25]3)=[CH:16]2)(=[O:14])=[O:13])=[CH:8][CH:7]=1.Cl. (5) Given the product [CH:16]([NH:19][C:20](=[O:21])[O:15][C:11]1[CH:10]=[C:9]2[C:14](=[CH:13][CH:12]=1)[N:6]([CH:2]([CH2:3][CH2:4][CH3:5])[CH3:1])[CH:7]=[CH:8]2)([CH3:18])[CH3:17], predict the reactants needed to synthesize it. The reactants are: [CH3:1][CH:2]([N:6]1[C:14]2[C:9](=[CH:10][C:11]([OH:15])=[CH:12][CH:13]=2)[CH:8]=[CH:7]1)[CH2:3][CH2:4][CH3:5].[CH:16]([N:19]=[C:20]=[O:21])([CH3:18])[CH3:17].CCN(CC)CC. (6) Given the product [NH:22]1[CH2:23][CH2:24][C@H:20]([CH2:19][N:8]([CH2:1][C:2]2[CH:3]=[CH:4][CH:5]=[CH:6][CH:7]=2)[C:9](=[O:10])[O:11][CH2:12][C:13]2[CH:14]=[CH:15][CH:16]=[CH:17][CH:18]=2)[CH2:21]1, predict the reactants needed to synthesize it. The reactants are: [CH2:1]([N:8]([CH2:19][C@H:20]1[CH2:24][CH2:23][N:22](C(OC(C)(C)C)=O)[CH2:21]1)[C:9]([O:11][CH2:12][C:13]1[CH:18]=[CH:17][CH:16]=[CH:15][CH:14]=1)=[O:10])[C:2]1[CH:7]=[CH:6][CH:5]=[CH:4][CH:3]=1.C(Cl)(=O)C.